From a dataset of Catalyst prediction with 721,799 reactions and 888 catalyst types from USPTO. Predict which catalyst facilitates the given reaction. (1) Reactant: [CH3:1][S:2]([NH:5][CH2:6][C:7]1[C:15]2[S:14](=[O:17])(=[O:16])[N:13]=[C:12]([CH2:18][C:19]([OH:21])=O)[NH:11][C:10]=2[S:9][CH:8]=1)(=[O:4])=[O:3].F[P-](F)(F)(F)(F)F.N1(OC(N(C)C)=[N+](C)C)C2N=CC=CC=2N=N1.CN1CCOCC1.C[O:54][C:55](=O)[CH2:56][CH:57]([CH:67]1[CH2:71][CH2:70][CH2:69][CH2:68]1)[NH:58][CH2:59][C:60]1[CH:65]=[CH:64][C:63]([F:66])=[CH:62][CH:61]=1.[O-]CC.[Na+].C(O)C. Product: [CH:67]1([CH:57]2[N:58]([CH2:59][C:60]3[CH:65]=[CH:64][C:63]([F:66])=[CH:62][CH:61]=3)[C:19](=[O:21])[C:18]([C:12]3[NH:11][C:10]4[S:9][CH:8]=[C:7]([CH2:6][NH:5][S:2]([CH3:1])(=[O:3])=[O:4])[C:15]=4[S:14](=[O:16])(=[O:17])[N:13]=3)=[C:55]([OH:54])[CH2:56]2)[CH2:71][CH2:70][CH2:69][CH2:68]1. The catalyst class is: 9. (2) Reactant: [ClH:1].[F:2][C:3]([F:27])([F:26])[C:4]1[CH:5]=[C:6]([CH:19]=[C:20]([C:22]([F:25])([F:24])[F:23])[CH:21]=1)[CH2:7][O:8][CH2:9][CH:10]([C:13]1[CH:18]=[CH:17][CH:16]=[CH:15][CH:14]=1)[CH2:11][NH2:12].[CH2:28](N(CC)CC)[CH3:29].CCN=C=N[CH2:40][CH2:41][CH2:42][N:43](C)C.Cl.Cl.[O:48]1[CH2:53][CH2:52]OCC1. Product: [ClH:1].[NH2:43][C:42]1[CH:41]=[CH:40][C:52]([C:53]([NH:12][CH2:11][CH:10]([C:13]2[CH:18]=[CH:17][CH:16]=[CH:15][CH:14]=2)[CH2:9][O:8][CH2:7][C:6]2[CH:5]=[C:4]([C:3]([F:26])([F:27])[F:2])[CH:21]=[C:20]([C:22]([F:24])([F:23])[F:25])[CH:19]=2)=[O:48])=[CH:29][CH:28]=1. The catalyst class is: 258. (3) Reactant: [NH2:1][C:2]1[N:3]=[C:4]([CH3:21])[C:5]2[C:11](=S)[NH:10][C@@H:9]([C:13]3[CH:18]=[CH:17][C:16]([F:19])=[CH:15][C:14]=3[Br:20])[CH2:8][C:6]=2[N:7]=1.[CH3:22][C:23]1([CH3:31])[O:27][C@@H:26]([CH2:28][O:29][NH2:30])[CH2:25][O:24]1. Product: [CH3:22][C:23]1([CH3:31])[O:27][C@@H:26]([CH2:28][O:29]/[N:30]=[C:11]2\[NH:10][C@@H:9]([C:13]3[CH:18]=[CH:17][C:16]([F:19])=[CH:15][C:14]=3[Br:20])[CH2:8][C:6]3[N:7]=[C:2]([NH2:1])[N:3]=[C:4]([CH3:21])[C:5]\2=3)[CH2:25][O:24]1. The catalyst class is: 12. (4) Reactant: [NH2:1][C:2]1[CH:11]=[C:10]([Cl:12])[CH:9]=[CH:8][C:3]=1[C:4]([O:6][CH3:7])=[O:5].[Br:13]N1C(=O)CCC1=O. Product: [NH2:1][C:2]1[CH:11]=[C:10]([Cl:12])[C:9]([Br:13])=[CH:8][C:3]=1[C:4]([O:6][CH3:7])=[O:5]. The catalyst class is: 3. (5) Reactant: C(O[C:6](=O)[N:7]([CH2:9][CH2:10][C:11]1[CH:16]=[C:15]([F:17])[CH:14]=[CH:13][C:12]=1[S:18][C:19]1[C:27]2[C:22](=[CH:23][CH:24]=[CH:25][CH:26]=2)[NH:21][CH:20]=1)C)(C)(C)C.C(OCC)C.Cl. Product: [F:17][C:15]1[CH:14]=[CH:13][C:12]([S:18][C:19]2[C:27]3[C:22](=[CH:23][CH:24]=[CH:25][CH:26]=3)[NH:21][CH:20]=2)=[C:11]([CH2:10][CH2:9][NH:7][CH3:6])[CH:16]=1. The catalyst class is: 5. (6) Reactant: [CH2:1]([NH2:4])[C:2]#[CH:3].CCN(CC)CC.[CH3:12][C:13]([O:16][C:17](O[C:17]([O:16][C:13]([CH3:15])([CH3:14])[CH3:12])=[O:18])=[O:18])([CH3:15])[CH3:14]. Product: [C:13]([O:16][C:17](=[O:18])[NH:4][CH2:1][C:2]#[CH:3])([CH3:15])([CH3:14])[CH3:12]. The catalyst class is: 2.